This data is from Reaction yield outcomes from USPTO patents with 853,638 reactions. The task is: Predict the reaction yield, written as a fraction of the theoretical maximum amount of product (1.0 means a 100% yield; for example, 0.34 means a 34% yield). The reactants are [CH3:1][N:2]([C:11]1[CH:12]=[CH:13][CH:14]=[C:15]2[C:19]=1[NH:18][C:17]([C:20]1[S:21][C:22]([CH3:32])([CH2:25][N:26]3[CH2:31][CH2:30][NH:29][CH2:28][CH2:27]3)[CH2:23][N:24]=1)=[CH:16]2)[S:3]([C:6]1[S:7][CH:8]=[CH:9][CH:10]=1)(=[O:5])=[O:4].[C:33](OC(=O)C)(=[O:35])[CH3:34]. The catalyst is N1C=CC=CC=1. The product is [C:33]([N:29]1[CH2:30][CH2:31][N:26]([CH2:25][C:22]2([CH3:32])[S:21][C:20]([C:17]3[NH:18][C:19]4[C:15]([CH:16]=3)=[CH:14][CH:13]=[CH:12][C:11]=4[N:2]([CH3:1])[S:3]([C:6]3[S:7][CH:8]=[CH:9][CH:10]=3)(=[O:5])=[O:4])=[N:24][CH2:23]2)[CH2:27][CH2:28]1)(=[O:35])[CH3:34]. The yield is 0.840.